From a dataset of Full USPTO retrosynthesis dataset with 1.9M reactions from patents (1976-2016). Predict the reactants needed to synthesize the given product. (1) The reactants are: Cl.[CH3:2][C:3]1[CH:11]=[CH:10][C:6]([C:7]([NH2:9])=[NH:8])=[CH:5][CH:4]=1.CC[O-].[Na+].C([O:18][C:19](=O)[CH:20]=[C:21]([NH2:25])OCC)C. Given the product [NH2:25][C:21]1[N:9]=[C:7]([C:6]2[CH:10]=[CH:11][C:3]([CH3:2])=[CH:4][CH:5]=2)[NH:8][C:19](=[O:18])[CH:20]=1, predict the reactants needed to synthesize it. (2) Given the product [CH3:16][C:12]1([CH3:15])[CH2:11][O:10][B:9]([C:23]2[CH:32]=[C:31]3[C:26]([N:27]=[CH:28][C:29](=[O:34])[N:30]3[CH3:33])=[CH:25][CH:24]=2)[O:14][CH2:13]1, predict the reactants needed to synthesize it. The reactants are: [B:9]1([B:9]2[O:14][CH2:13][C:12]([CH3:16])([CH3:15])[CH2:11][O:10]2)[O:14][CH2:13][C:12]([CH3:16])([CH3:15])[CH2:11][O:10]1.C([O-])(=O)C.[K+].Br[C:23]1[CH:32]=[C:31]2[C:26]([N:27]=[CH:28][C:29](=[O:34])[N:30]2[CH3:33])=[CH:25][CH:24]=1.C(Cl)Cl.